This data is from Full USPTO retrosynthesis dataset with 1.9M reactions from patents (1976-2016). The task is: Predict the reactants needed to synthesize the given product. (1) Given the product [Cl:1][C:2]1[CH:11]=[C:10]([O:12][CH3:13])[C:9]([N:14]2[C:18]([CH3:19])=[CH:17][CH:16]=[N:15]2)=[CH:8][C:3]=1[C:4]([NH2:20])=[O:5], predict the reactants needed to synthesize it. The reactants are: [Cl:1][C:2]1[CH:11]=[C:10]([O:12][CH3:13])[C:9]([N:14]2[C:18]([CH3:19])=[CH:17][CH:16]=[N:15]2)=[CH:8][C:3]=1[C:4](OC)=[O:5].[NH3:20]. (2) Given the product [CH3:13][O:7][C:6]1[C:5](=[O:9])[CH2:4][CH2:3][C:2]([CH3:10])([CH3:1])[CH:8]=1, predict the reactants needed to synthesize it. The reactants are: [CH3:1][C:2]1([CH3:10])[CH:8]2[CH:6]([O:7]2)[C:5](=[O:9])[CH2:4][CH2:3]1.[OH-].[K+].[CH3:13]O. (3) Given the product [CH2:1]([C@@:5]1([C:34]([OH:36])=[O:35])[CH2:9][C@H:8]([CH2:10][O:11][CH2:12][CH2:13][CH3:14])[C@H:7]([C:15]2[S:16][CH:17]=[CH:18][N:19]=2)[N:6]1[C:20](=[O:33])[C:21]1[CH:26]=[CH:25][C:24]([C:27]([CH3:28])([CH3:30])[CH3:29])=[C:23]([O:31][CH3:32])[CH:22]=1)[CH:2]([CH3:4])[CH3:3], predict the reactants needed to synthesize it. The reactants are: [CH2:1]([C@@:5]1([C:34]([OH:36])=[O:35])[CH2:9][C@H:8]([CH2:10][O:11][CH2:12][CH:13]=[CH2:14])[C@H:7]([C:15]2[S:16][CH:17]=[CH:18][N:19]=2)[N:6]1[C:20](=[O:33])[C:21]1[CH:26]=[CH:25][C:24]([C:27]([CH3:30])([CH3:29])[CH3:28])=[C:23]([O:31][CH3:32])[CH:22]=1)[CH:2]([CH3:4])[CH3:3].[H][H]. (4) Given the product [CH3:1][N:2]([CH3:36])[CH2:3][CH2:4][NH+:5]([O-:42])[C:6]([C:8]1[CH:13]=[CH:12][C:11]([C:14]2[CH:19]=[C:18]([Cl:20])[C:17]([CH2:21][CH:22]3[CH2:26][CH2:25][N:24]([CH:27]4[CH2:32][CH2:31][CH2:30][CH2:29][CH2:28]4)[C:23]3=[O:33])=[C:16]([Cl:34])[CH:15]=2)=[CH:10][CH:9]=1)=[O:7], predict the reactants needed to synthesize it. The reactants are: [CH3:1][N:2]([CH3:36])[CH2:3][CH2:4][N:5](C)[C:6]([C:8]1[CH:13]=[CH:12][C:11]([C:14]2[CH:19]=[C:18]([Cl:20])[C:17]([CH2:21][CH:22]3[CH2:26][CH2:25][N:24]([CH:27]4[CH2:32][CH2:31][CH2:30][CH2:29][CH2:28]4)[C:23]3=[O:33])=[C:16]([Cl:34])[CH:15]=2)=[CH:10][CH:9]=1)=[O:7].ClC1C=C(C=CC=1)C(OO)=[O:42]. (5) Given the product [NH:1]1[CH2:6][CH2:5][CH2:4][CH2:3][CH:2]1[CH2:7][CH2:8][O:9][C:10]1[CH:11]=[C:12]([C:16]2[C:24]3[C:19](=[CH:20][CH:21]=[C:22]([C:25]([NH2:27])=[O:26])[CH:23]=3)[NH:18][N:17]=2)[CH:13]=[CH:14][CH:15]=1, predict the reactants needed to synthesize it. The reactants are: [NH:1]1[CH2:6][CH2:5][CH2:4][CH2:3][CH:2]1[CH2:7][CH2:8][O:9][C:10]1[CH:11]=[C:12]([C:16]2[C:24]3[C:19](=[CH:20][CH:21]=[C:22]([C:25]([NH2:27])=[O:26])[CH:23]=3)[N:18](C3CCCCO3)[N:17]=2)[CH:13]=[CH:14][CH:15]=1. (6) Given the product [CH2:17]([Sn:21]([CH2:22][O:8][CH2:9][CH2:10][N:11]1[CH2:16][CH2:15][O:14][CH2:13][CH2:12]1)([CH2:24][CH2:25][CH2:26][CH3:27])[CH2:28][CH2:29][CH2:30][CH3:31])[CH2:18][CH2:19][CH3:20], predict the reactants needed to synthesize it. The reactants are: [H-].[Na+].O1CCCC1.[OH:8][CH2:9][CH2:10][N:11]1[CH2:16][CH2:15][O:14][CH2:13][CH2:12]1.[CH2:17]([Sn:21]([CH2:28][CH2:29][CH2:30][CH3:31])([CH2:24][CH2:25][CH2:26][CH3:27])[CH2:22]I)[CH2:18][CH2:19][CH3:20].